Task: Predict the product of the given reaction.. Dataset: Forward reaction prediction with 1.9M reactions from USPTO patents (1976-2016) Given the reactants Cl[C:2]1[N:7]=[CH:6][C:5]([C:8]([O:10]C)=[O:9])=[CH:4][N:3]=1.[CH:12]1([OH:17])[CH2:16][CH2:15][CH2:14][CH2:13]1.[OH-].[Li+], predict the reaction product. The product is: [CH:12]1([O:17][C:2]2[N:3]=[CH:4][C:5]([C:8]([OH:10])=[O:9])=[CH:6][N:7]=2)[CH2:16][CH2:15][CH2:14][CH2:13]1.